From a dataset of Forward reaction prediction with 1.9M reactions from USPTO patents (1976-2016). Predict the product of the given reaction. Given the reactants [CH:1]1([C:4]2[CH:5]=[C:6]([CH:28]=[C:29]([O:32][CH2:33][CH3:34])[C:30]=2I)[CH2:7][N:8]2[CH2:11][C:10]3([CH2:15][C:14]([N:16]4[CH2:21][CH2:20][C:19]([CH3:27])([C:22]([O:24]CC)=[O:23])[CH2:18][CH2:17]4)=[N:13][O:12]3)[CH2:9]2)[CH2:3][CH2:2]1.[F:35][C:36]1[C:41]([F:42])=[C:40]([F:43])[CH:39]=[CH:38][C:37]=1B(O)O, predict the reaction product. The product is: [CH:1]1([C:4]2[CH:5]=[C:6]([CH2:7][N:8]3[CH2:9][C:10]4([CH2:15][C:14]([N:16]5[CH2:21][CH2:20][C:19]([CH3:27])([C:22]([OH:24])=[O:23])[CH2:18][CH2:17]5)=[N:13][O:12]4)[CH2:11]3)[CH:28]=[C:29]([O:32][CH2:33][CH3:34])[C:30]=2[C:39]2[CH:38]=[CH:37][C:36]([F:35])=[C:41]([F:42])[C:40]=2[F:43])[CH2:3][CH2:2]1.